The task is: Regression/Classification. Given a drug SMILES string, predict its absorption, distribution, metabolism, or excretion properties. Task type varies by dataset: regression for continuous measurements (e.g., permeability, clearance, half-life) or binary classification for categorical outcomes (e.g., BBB penetration, CYP inhibition). Dataset: cyp2c9_veith.. This data is from CYP2C9 inhibition data for predicting drug metabolism from PubChem BioAssay. (1) The drug is CCOC(=O)c1cc(-c2ccccc2)sc1NC(=O)c1ccc(OC)cc1. The result is 1 (inhibitor). (2) The drug is CCOc1ccc(N(CC(=O)NCc2ccc(OC)cc2)S(=O)(=O)c2c(C)noc2C)cc1. The result is 0 (non-inhibitor). (3) The compound is Cc1cc(-c2c(C)[nH]n(-c3ccccc3)c2=O)n(-c2ccccc2)n1. The result is 1 (inhibitor). (4) The result is 0 (non-inhibitor). The molecule is COc1ccc(-c2nc3cnc(N(C)C)nc3n(Cc3ccc(F)cc3)c2=O)cc1. (5) The molecule is O=C(c1cc(Br)ccc1O)c1cc(Br)ccc1O. The result is 1 (inhibitor). (6) The result is 1 (inhibitor). The drug is O=C(Oc1ccccc1)N1CCC2(CCCN(c3ncccn3)C2)CC1.